Dataset: Catalyst prediction with 721,799 reactions and 888 catalyst types from USPTO. Task: Predict which catalyst facilitates the given reaction. (1) Reactant: [CH3:1][O:2][C:3]1[CH:4]=[C:5]([C:9]2[CH:17]=[C:16]3[C:12]([CH2:13][C:14](=[O:18])[NH:15]3)=[CH:11][CH:10]=2)[CH:6]=[CH:7][CH:8]=1.[CH:19]([C:21]1[NH:22][C:23]2[CH2:24][CH2:25][CH2:26][CH2:27][C:28]=2[C:29]=1[CH2:30][CH2:31][C:32]([OH:34])=[O:33])=O. Product: [CH3:1][O:2][C:3]1[CH:4]=[C:5]([C:9]2[CH:17]=[C:16]3[C:12]([C:13](=[CH:19][C:21]4[NH:22][C:23]5[CH2:24][CH2:25][CH2:26][CH2:27][C:28]=5[C:29]=4[CH2:30][CH2:31][C:32]([OH:34])=[O:33])[C:14](=[O:18])[NH:15]3)=[CH:11][CH:10]=2)[CH:6]=[CH:7][CH:8]=1. The catalyst class is: 495. (2) Reactant: [Br:1][C:2]1[CH:3]=[C:4]([OH:8])[CH:5]=[CH:6][CH:7]=1.N1C=CN=C1.[Si:14](Cl)([C:17]([CH3:20])([CH3:19])[CH3:18])([CH3:16])[CH3:15]. Product: [Br:1][C:2]1[CH:3]=[C:4]([CH:5]=[CH:6][CH:7]=1)[O:8][Si:14]([C:17]([CH3:20])([CH3:19])[CH3:18])([CH3:16])[CH3:15]. The catalyst class is: 2.